This data is from Forward reaction prediction with 1.9M reactions from USPTO patents (1976-2016). The task is: Predict the product of the given reaction. Given the reactants [O:1]=[C:2]1[N:14]([CH:15]2[CH2:20][CH2:19][N:18]([C:21]([NH:23][C@H:24]([CH2:28]C3C=CC4CCCCC=4C=3)[C:25](O)=[O:26])=[O:22])[CH2:17][CH2:16]2)[C:5]2[CH:6]=[N:7][C:8]3[CH:9]=[CH:10][CH:11]=[CH:12][C:13]=3[C:4]=2[NH:3]1.CN(C(ON1N=N[C:49]2[CH:50]=[CH:51][CH:52]=[CH:53][C:48]1=2)=[N+](C)C)C.[B-](F)(F)(F)F.C(N([CH:67]([CH3:69])[CH3:68])C(C)C)C.[CH3:70][N:71]1[CH2:76][CH2:75][CH:74]([N:77]2[CH2:82][CH2:81][NH:80][CH2:79][CH2:78]2)[CH2:73][CH2:72]1.[C:83]([O-])([O-])=O.[K+].[K+], predict the reaction product. The product is: [CH3:70][N:71]1[CH2:72][CH2:73][CH:74]([N:77]2[CH2:82][CH2:81][N:80]([C:25](=[O:26])[C@H:24]([NH:23][C:21]([N:18]3[CH2:19][CH2:20][CH:15]([N:14]4[C:5]5[CH:6]=[N:7][C:8]6[CH:9]=[CH:10][CH:11]=[CH:12][C:13]=6[C:4]=5[NH:3][C:2]4=[O:1])[CH2:16][CH2:17]3)=[O:22])[CH2:28][C:52]3[CH:51]=[CH:50][C:49]4[CH2:68][CH2:67][CH2:69][CH2:83][C:48]=4[CH:53]=3)[CH2:79][CH2:78]2)[CH2:75][CH2:76]1.